Dataset: Full USPTO retrosynthesis dataset with 1.9M reactions from patents (1976-2016). Task: Predict the reactants needed to synthesize the given product. (1) Given the product [N:1]1([NH:7][C:8](=[O:17])[C:9]2[CH:14]=[CH:13][C:12]([OH:15])=[C:11]([C:19]#[N:21])[CH:10]=2)[CH2:6][CH2:5][O:4][CH2:3][CH2:2]1, predict the reactants needed to synthesize it. The reactants are: [N:1]1([NH:7][C:8](=[O:17])[C:9]2[CH:14]=[CH:13][C:12]([OH:15])=[C:11](Br)[CH:10]=2)[CH2:6][CH2:5][O:4][CH2:3][CH2:2]1.C[C:19]([N:21](C)C)=O. (2) The reactants are: Br[C:2]1[CH:7]=[CH:6][C:5]([CH2:8][CH2:9][CH2:10][C:11]([OH:13])=[O:12])=[CH:4][CH:3]=1.[B:14]1([B:14]2[O:18][C:17]([CH3:20])([CH3:19])[C:16]([CH3:22])([CH3:21])[O:15]2)[O:18][C:17]([CH3:20])([CH3:19])[C:16]([CH3:22])([CH3:21])[O:15]1.C([O-])(=O)C.[K+]. Given the product [CH3:21][C:16]1([CH3:22])[C:17]([CH3:20])([CH3:19])[O:18][B:14]([C:2]2[CH:7]=[CH:6][C:5]([CH2:8][CH2:9][CH2:10][C:11]([OH:13])=[O:12])=[CH:4][CH:3]=2)[O:15]1, predict the reactants needed to synthesize it. (3) The reactants are: [C:1]([O:4][CH2:5][CH2:6][CH2:7][CH:8]=[O:9])(=[O:3])[CH3:2]. Given the product [C:1]([O:4][CH2:5][CH2:6][CH2:7][CH2:8][OH:9])(=[O:3])[CH3:2], predict the reactants needed to synthesize it. (4) Given the product [C:25]([C:24]1[CH:27]=[C:28]([C:2]2[CH:7]=[CH:6][N:5]=[C:4]3[NH:8][C:9]([C:11]([O:13][CH2:14][CH3:15])=[O:12])=[CH:10][C:3]=23)[CH:29]=[CH:30][C:23]=1[O:22][CH:19]1[CH2:20][CH2:21][O:16][CH2:17][CH2:18]1)#[N:26], predict the reactants needed to synthesize it. The reactants are: Br[C:2]1[CH:7]=[CH:6][N:5]=[C:4]2[NH:8][C:9]([C:11]([O:13][CH2:14][CH3:15])=[O:12])=[CH:10][C:3]=12.[O:16]1[CH2:21][CH2:20][CH:19]([O:22][C:23]2[CH:30]=[CH:29][C:28](B3OC(C)(C)C(C)(C)O3)=[CH:27][C:24]=2[C:25]#[N:26])[CH2:18][CH2:17]1.C([O-])([O-])=O.[Na+].[Na+].C(OCC)(=O)C.